Dataset: Full USPTO retrosynthesis dataset with 1.9M reactions from patents (1976-2016). Task: Predict the reactants needed to synthesize the given product. (1) Given the product [C:29]([O:28][C:26]([N:7]1[CH:12]2[CH2:13][CH2:14][CH:8]1[C:9](=[O:15])[NH:10][CH2:11]2)=[O:27])([CH3:30])([CH3:31])[CH3:32], predict the reactants needed to synthesize it. The reactants are: FC1C=CC(C[N:7]2[CH:12]3[CH2:13][CH2:14][CH:8]2[C:9](=[O:15])[NH:10][CH2:11]3)=CC=1.[C:29]([O:28][C:26](O[C:26]([O:28][C:29]([CH3:32])([CH3:31])[CH3:30])=[O:27])=[O:27])([CH3:32])([CH3:31])[CH3:30].[H][H]. (2) Given the product [Cl:25][C:26]1[CH:31]=[CH:30][CH:29]=[C:28]([CH3:32])[C:27]=1[C:11]1[C:10]([C:13]([F:16])([F:14])[F:15])=[N:9][N:8]([C:3]2[C:2]([Cl:1])=[CH:7][CH:6]=[CH:5][N:4]=2)[C:12]=1[C:21]([NH2:20])=[O:36], predict the reactants needed to synthesize it. The reactants are: [Cl:1][C:2]1[C:3]([N:8]2[CH:12]=[CH:11][C:10]([C:13]([F:16])([F:15])[F:14])=[N:9]2)=[N:4][CH:5]=[CH:6][CH:7]=1.C([NH:20][CH:21](C)C)(C)C.[Li].[Cl:25][C:26]1[CH:31]=[CH:30][CH:29]=[C:28]([CH3:32])[C:27]=1N=C=O.[O:36]1CCCC1. (3) Given the product [C:28]([O:32][C:33]([N:17]1[C:18]2[C:23](=[CH:22][CH:21]=[C:20]([Cl:24])[CH:19]=2)/[C:15](=[CH:14]/[C:13]2[C:8]([O:7][C:4]([C:3]([O:2][CH3:1])=[O:27])([CH3:6])[CH3:5])=[N:9][CH:10]=[C:11]([Cl:26])[CH:12]=2)/[C:16]1=[O:25])=[O:34])([CH3:31])([CH3:30])[CH3:29], predict the reactants needed to synthesize it. The reactants are: [CH3:1][O:2][C:3](=[O:27])[C:4]([O:7][C:8]1[C:13](/[CH:14]=[C:15]2\[C:16](=[O:25])[NH:17][C:18]3[C:23]\2=[CH:22][CH:21]=[C:20]([Cl:24])[CH:19]=3)=[CH:12][C:11]([Cl:26])=[CH:10][N:9]=1)([CH3:6])[CH3:5].[C:28]([O:32][C:33](O[C:33]([O:32][C:28]([CH3:31])([CH3:30])[CH3:29])=[O:34])=[O:34])([CH3:31])([CH3:30])[CH3:29].